This data is from Reaction yield outcomes from USPTO patents with 853,638 reactions. The task is: Predict the reaction yield, written as a fraction of the theoretical maximum amount of product (1.0 means a 100% yield; for example, 0.34 means a 34% yield). (1) The yield is 0.110. The catalyst is O1CCCC1. The reactants are C1N=CN([C:6](N2C=NC=C2)=[S:7])C=1.[OH:13][CH2:14][C:15]([NH:18][C:19]1[S:20][CH:21]=[C:22]([C:24]2[CH:31]=[CH:30][C:27]([C:28]#[N:29])=[CH:26][CH:25]=2)[N:23]=1)([CH3:17])[CH3:16]. The product is [CH3:16][C:15]1([CH3:17])[CH2:14][O:13][C:6](=[S:7])[N:18]1[C:19]1[S:20][CH:21]=[C:22]([C:24]2[CH:25]=[CH:26][C:27]([C:28]#[N:29])=[CH:30][CH:31]=2)[N:23]=1. (2) The reactants are [Cl:1][C:2]1[CH:3]=[C:4]([C:9]2[S:10][CH:11]=[C:12]([CH:15]=O)[C:13]=2[OH:14])[CH:5]=[CH:6][C:7]=1[Cl:8].[NH:17]([C:19]([NH:21][C:22]1[CH:30]=[CH:29][C:25]([C:26]([OH:28])=[O:27])=[CH:24][CH:23]=1)=[S:20])[NH2:18].CN(C)C=O.Cl. The catalyst is O. The product is [Cl:1][C:2]1[CH:3]=[C:4]([C:9]2[S:10][CH:11]=[C:12]([CH:15]=[N:18][NH:17][C:19]([NH:21][C:22]3[CH:30]=[CH:29][C:25]([C:26]([OH:28])=[O:27])=[CH:24][CH:23]=3)=[S:20])[C:13]=2[OH:14])[CH:5]=[CH:6][C:7]=1[Cl:8]. The yield is 0.650. (3) The reactants are C1N=CN(C(N2C=NC=C2)=O)C=1.[NH2:13][C:14]1[N:23]([CH2:24][CH3:25])[C:22]2[N:21]=[C:20]([C:26]3[CH:31]=[CH:30][C:29]([CH2:32][C:33](O)=[O:34])=[CH:28][CH:27]=3)[CH:19]=[CH:18][C:17]=2[C:16](=[O:36])[C:15]=1[C:37](=[O:40])[NH:38][CH3:39].[ClH:41].[CH3:42][CH:43]([N:45]1[CH2:50][CH2:49][O:48][CH2:47][CH:46]1[CH2:51][NH2:52])[CH3:44].C(=O)([O-])[O-].[Na+].[Na+]. The catalyst is CN(C=O)C. The product is [ClH:41].[NH2:13][C:14]1[N:23]([CH2:24][CH3:25])[C:22]2[C:17]([C:16](=[O:36])[C:15]=1[C:37]([NH:38][CH3:39])=[O:40])=[CH:18][CH:19]=[C:20]([C:26]1[CH:31]=[CH:30][C:29]([CH2:32][C:33]([NH:52][CH2:51][CH:46]3[CH2:47][O:48][CH2:49][CH2:50][N:45]3[CH:43]([CH3:44])[CH3:42])=[O:34])=[CH:28][CH:27]=1)[N:21]=2. The yield is 0.570. (4) The reactants are [CH3:1][O:2][C:3](=[O:27])[C:4]1[C:5](=[C:10]([CH3:26])[C:11]([O:18][S:19]([C:22]([F:25])([F:24])[F:23])(=[O:21])=[O:20])=[CH:12][C:13]=1[O:14]CC=C)[C:6]([O:8][CH3:9])=[O:7].C(NCC)C. The catalyst is C1(C)C=CC=CC=1. The product is [CH3:1][O:2][C:3](=[O:27])[C:4]1[C:5](=[C:10]([CH3:26])[C:11]([O:18][S:19]([C:22]([F:23])([F:25])[F:24])(=[O:21])=[O:20])=[CH:12][C:13]=1[OH:14])[C:6]([O:8][CH3:9])=[O:7]. The yield is 0.550. (5) The reactants are [CH:1]1([C:7]2[C:8]3[CH:26]=[CH:25][C:24]([C:27]([NH:29][C:30]([CH3:35])([CH3:34])[C:31](O)=[O:32])=[O:28])=[CH:23][C:9]=3[N:10]3[C:16]=2[C:15]2[CH:17]=[CH:18][C:19]([O:21][CH3:22])=[CH:20][C:14]=2[O:13][CH2:12][CH2:11]3)[CH2:6][CH2:5][CH2:4][CH2:3][CH2:2]1.S(Cl)(Cl)=O.[NH2:40][C:41]1[CH:50]=[CH:49][C:44]([C:45]([O:47][CH3:48])=[O:46])=[CH:43][CH:42]=1.C(=O)([O-])O.[Na+]. The catalyst is C(Cl)(Cl)Cl.N1C=CC=CC=1.CN(C)C=O. The product is [CH:1]1([C:7]2[C:8]3[CH:26]=[CH:25][C:24]([C:27]([NH:29][C:30]([CH3:34])([CH3:35])[C:31]([NH:40][C:41]4[CH:42]=[CH:43][C:44]([C:45]([O:47][CH3:48])=[O:46])=[CH:49][CH:50]=4)=[O:32])=[O:28])=[CH:23][C:9]=3[N:10]3[C:16]=2[C:15]2[CH:17]=[CH:18][C:19]([O:21][CH3:22])=[CH:20][C:14]=2[O:13][CH2:12][CH2:11]3)[CH2:6][CH2:5][CH2:4][CH2:3][CH2:2]1. The yield is 0.410. (6) The reactants are [O:1]1[CH:5]=[CH:4][CH:3]=[C:2]1[CH2:6][NH2:7].C(N(CC)CC)C.[CH3:15][O:16][C:17]1[CH:26]=[CH:25][C:20]([CH2:21][N:22]=[C:23]=[S:24])=[CH:19][CH:18]=1. The catalyst is CN(C)C=O.C(OCC)(=O)C. The product is [O:1]1[CH:5]=[CH:4][CH:3]=[C:2]1[CH2:6][NH:7][C:23]([NH:22][CH2:21][C:20]1[CH:25]=[CH:26][C:17]([O:16][CH3:15])=[CH:18][CH:19]=1)=[S:24]. The yield is 0.900. (7) The reactants are [Cl:1][C:2]1[CH:3]=[C:4](OS(C(F)(F)F)(=O)=O)[CH:5]=[C:6]([Cl:31])[C:7]=1[CH2:8][C@@H:9]1[CH2:13][CH2:12][N:11]([CH:14]2[CH2:22][C:21]3[N:20](S(C(F)(F)F)(=O)=O)[N:19]=[CH:18][C:17]=3[CH2:16][CH2:15]2)[C:10]1=[O:30].ClC1C=C(OS(C(F)(F)F)(=O)=O)C=C(Cl)C=1C[C@@H]1CCN(C2CC3C(=CN(S(C(F)(F)F)(=O)=O)N=3)CC2)C1=O.[F:79][C:80]1[CH:85]=[CH:84][C:83](B(O)O)=[CH:82][CH:81]=1.C(=O)([O-])[O-].[Na+].[Na+].[Li+].[OH-]. The catalyst is C1COCC1.C1C=CC([P]([Pd]([P](C2C=CC=CC=2)(C2C=CC=CC=2)C2C=CC=CC=2)([P](C2C=CC=CC=2)(C2C=CC=CC=2)C2C=CC=CC=2)[P](C2C=CC=CC=2)(C2C=CC=CC=2)C2C=CC=CC=2)(C2C=CC=CC=2)C2C=CC=CC=2)=CC=1.O. The product is [Cl:1][C:2]1[CH:3]=[C:4]([C:83]2[CH:84]=[CH:85][C:80]([F:79])=[CH:81][CH:82]=2)[CH:5]=[C:6]([Cl:31])[C:7]=1[CH2:8][C@@H:9]1[CH2:13][CH2:12][N:11]([CH:14]2[CH2:22][C:21]3[NH:20][N:19]=[CH:18][C:17]=3[CH2:16][CH2:15]2)[C:10]1=[O:30]. The yield is 0.570. (8) The reactants are [Br:1]N1C(=O)CCC1=O.[CH3:9][C:10]1[C:15]2[C:16](=[O:19])[CH2:17][O:18][C:14]=2[C:13]([CH3:20])=[C:12]([CH3:21])[CH:11]=1. The catalyst is C(Cl)Cl. The product is [Br:1][C:11]1[C:12]([CH3:21])=[C:13]([CH3:20])[C:14]2[O:18][CH2:17][C:16](=[O:19])[C:15]=2[C:10]=1[CH3:9]. The yield is 0.800. (9) The reactants are [CH2:1]([NH:3][C:4]([NH:6][C:7]1[S:8][C:9]2[C:15](/[C:16](/[CH3:20])=[N:17]/[O:18][CH3:19])=[CH:14][C:13]([O:21][S:22]([C:25]([F:28])([F:27])[F:26])(=[O:24])=[O:23])=[CH:12][C:10]=2[N:11]=1)=[O:5])[CH3:2].C(C1(C(OCC)=O)CCN(C2N=CC(C3C=C(/C(/C)=N/OC)C4SC(NC(=O)NCC)=NC=4C=3)=CN=2)CC1)C.B1(B2OCC(C)(C)CO2)OCC(C)(C)CO1.C([O-])(=O)C.[K+].B([O-])[O-].C(OC(C1(CC)CCN(C2N=CC(Br)=CN=2)CC1)=O)C.C(=O)([O-])[O-].[Cs+].[Cs+]. The catalyst is C1C=CC(P(C2C=CC=CC=2)[C-]2C=CC=C2)=CC=1.C1C=CC(P(C2C=CC=CC=2)[C-]2C=CC=C2)=CC=1.Cl[Pd]Cl.[Fe+2].CN(C=O)C. The product is [CH2:1]([NH:3][C:4]([NH:6][C:7]1[S:8][C:9]2[C:15](/[C:16](/[CH3:20])=[N:17]/[O:18][CH3:19])=[CH:14][C:13]([O:21][S:22]([C:25]([F:26])([F:27])[F:28])(=[O:23])=[O:24])=[CH:12][C:10]=2[N:11]=1)=[O:5])[CH3:2]. The yield is 0.320.